Predict which catalyst facilitates the given reaction. From a dataset of Catalyst prediction with 721,799 reactions and 888 catalyst types from USPTO. Reactant: [CH3:1][O:2][C:3]1[CH:8]=[CH:7][C:6]([C:9]2[S:13][C:12]([C:14]([NH:16][C:17]3([C:21]([O:23]C)=[O:22])[CH2:20][CH2:19][CH2:18]3)=[O:15])=[C:11]([NH:25][C:26]([NH:28][C:29]3[C:34]([CH3:35])=[CH:33][C:32]([CH3:36])=[CH:31][C:30]=3[CH3:37])=[O:27])[CH:10]=2)=[CH:5][CH:4]=1.[OH-].[Li+]. Product: [CH3:1][O:2][C:3]1[CH:4]=[CH:5][C:6]([C:9]2[S:13][C:12]([C:14]([NH:16][C:17]3([C:21]([OH:23])=[O:22])[CH2:18][CH2:19][CH2:20]3)=[O:15])=[C:11]([NH:25][C:26]([NH:28][C:29]3[C:34]([CH3:35])=[CH:33][C:32]([CH3:36])=[CH:31][C:30]=3[CH3:37])=[O:27])[CH:10]=2)=[CH:7][CH:8]=1. The catalyst class is: 12.